From a dataset of Peptide-MHC class I binding affinity with 185,985 pairs from IEDB/IMGT. Regression. Given a peptide amino acid sequence and an MHC pseudo amino acid sequence, predict their binding affinity value. This is MHC class I binding data. The peptide sequence is IWMAPSLTE. The MHC is HLA-A24:02 with pseudo-sequence HLA-A24:02. The binding affinity (normalized) is 0.488.